From a dataset of CYP2C9 inhibition data for predicting drug metabolism from PubChem BioAssay. Regression/Classification. Given a drug SMILES string, predict its absorption, distribution, metabolism, or excretion properties. Task type varies by dataset: regression for continuous measurements (e.g., permeability, clearance, half-life) or binary classification for categorical outcomes (e.g., BBB penetration, CYP inhibition). Dataset: cyp2c9_veith. (1) The drug is Cc1cc2c(s1)CCCCC(=O)N2. The result is 0 (non-inhibitor). (2) The compound is O=c1c2ccccc2nc(-c2ccc(Br)cc2)n1Cc1ccccc1. The result is 1 (inhibitor). (3) The drug is CCCCCCCCCCCC(=O)NC(C(=O)OCC)C(O)c1cccc([N+](=O)[O-])c1. The result is 1 (inhibitor). (4) The result is 0 (non-inhibitor). The compound is COc1cccc(-c2cncnc2NCCN2CCOCC2)c1. (5) The drug is Cc1nc2cnc(Nc3ccccc3)nc2n(Cc2ccc(F)cc2)c1=O. The result is 0 (non-inhibitor). (6) The result is 0 (non-inhibitor). The molecule is NC(=O)C1(N2CCCCC2)CCN(C(=O)c2ccc(-n3cnnn3)cc2)CC1. (7) The molecule is CC(C)=C1C(=O)C(c2ccccc2)=C2CN3C(=O)N(CCc4ccccc4)C(=O)[C@]3(C)[C@H]21. The result is 1 (inhibitor). (8) The result is 0 (non-inhibitor). The drug is CCOC(=O)/C(C(N)=NCCCO)=C(\O)OCC.